This data is from Full USPTO retrosynthesis dataset with 1.9M reactions from patents (1976-2016). The task is: Predict the reactants needed to synthesize the given product. (1) Given the product [CH2:2]([C:14]1[CH:15]=[C:16]([CH:21]=[C:22]([CH3:29])[C:23]=1[NH:24][S:25]([CH3:28])(=[O:27])=[O:26])[C:17]([NH:19][OH:20])=[NH:18])[CH3:3], predict the reactants needed to synthesize it. The reactants are: N[C:2]1C(C)=CC(C#N)=C[C:3]=1CC.Cl[C:14]1[CH:15]=[C:16]([CH:21]=[C:22]([CH3:29])[C:23]=1[NH:24][S:25]([CH3:28])(=[O:27])=[O:26])[C:17]([NH:19][OH:20])=[NH:18]. (2) The reactants are: [Cl:1][C:2]1[CH:7]=[CH:6][C:5]([S:8]([N:11]([CH2:21][C:22]2[CH:27]=[CH:26]C(SC)=[CH:24][CH:23]=2)[C@H:12]([C:15]2[CH:20]=[CH:19][CH:18]=[CH:17][CH:16]=2)[CH2:13][CH3:14])(=[O:10])=[O:9])=[CH:4][CH:3]=1.C1C=C(Cl)C=C(C(OO)=[O:38])C=1.[CH3:41][S:42]([CH3:44])=[O:43].C([O-])([O-])=O.[Na+].[Na+]. Given the product [Cl:1][C:2]1[CH:7]=[CH:6][C:5]([S:8]([N:11]([CH2:21][C:22]2[CH:27]=[CH:26][C:41]([S:42]([CH3:44])(=[O:38])=[O:43])=[CH:24][CH:23]=2)[C@H:12]([C:15]2[CH:20]=[CH:19][CH:18]=[CH:17][CH:16]=2)[CH2:13][CH3:14])(=[O:10])=[O:9])=[CH:4][CH:3]=1, predict the reactants needed to synthesize it. (3) Given the product [Cl:1][C:2]1[CH:10]=[C:9]([C:11]([F:14])([F:13])[F:12])[CH:8]=[CH:7][C:3]=1[C:4]([NH:36][CH2:35][C:30]1[CH:29]=[C:28]([CH:33]=[C:32]([CH3:34])[CH:31]=1)[O:27][C:24]1[CH:25]=[CH:26][C:21]([CH2:20][CH2:19][C:18]([OH:39])=[O:17])=[C:22]([CH2:37][CH3:38])[CH:23]=1)=[O:6], predict the reactants needed to synthesize it. The reactants are: [Cl:1][C:2]1[CH:10]=[C:9]([C:11]([F:14])([F:13])[F:12])[CH:8]=[CH:7][C:3]=1[C:4]([OH:6])=O.C([O:17][C:18](=[O:39])[CH2:19][CH2:20][C:21]1[CH:26]=[CH:25][C:24]([O:27][C:28]2[CH:33]=[C:32]([CH3:34])[CH:31]=[C:30]([CH2:35][NH2:36])[CH:29]=2)=[CH:23][C:22]=1[CH2:37][CH3:38])C. (4) Given the product [F:37][C:4]1[CH:3]=[C:2]([NH:1][C:52]([C:49]2[C:50](=[O:51])[N:45]([C:42]3[CH:43]=[CH:44][C:39]([F:38])=[CH:40][CH:41]=3)[N:46]=[CH:47][CH:48]=2)=[O:53])[CH:36]=[CH:35][C:5]=1[O:6][C:7]1[CH:12]=[CH:11][N:10]=[C:9]2[NH:13][N:14]=[C:15]([NH:16][CH:17]3[CH2:18][CH2:19][N:20]([CH2:23][CH2:24][OH:25])[CH2:21][CH2:22]3)[C:8]=12, predict the reactants needed to synthesize it. The reactants are: [NH2:1][C:2]1[CH:36]=[CH:35][C:5]([O:6][C:7]2[CH:12]=[CH:11][N:10]=[C:9]3[N:13](CC4C=CC(OC)=CC=4)[N:14]=[C:15]([NH:16][CH:17]4[CH2:22][CH2:21][N:20]([CH2:23][CH2:24][OH:25])[CH2:19][CH2:18]4)[C:8]=23)=[C:4]([F:37])[CH:3]=1.[F:38][C:39]1[CH:44]=[CH:43][C:42]([N:45]2[C:50](=[O:51])[C:49]([C:52](O)=[O:53])=[CH:48][CH:47]=[N:46]2)=[CH:41][CH:40]=1. (5) Given the product [F:1][C:2]1[CH:3]=[CH:4][C:5]([CH2:6][N:7]2[C:11]3=[CH:12][N:13]=[C:14]([C:20]([OH:22])=[O:21])[C:15]([CH2:16][CH2:17][CH2:18][OH:19])=[C:10]3[CH:9]=[CH:8]2)=[CH:25][CH:26]=1, predict the reactants needed to synthesize it. The reactants are: [F:1][C:2]1[CH:26]=[CH:25][C:5]([CH2:6][N:7]2[C:11]3=[CH:12][N:13]=[C:14]([C:20]([O:22]CC)=[O:21])[C:15]([CH2:16][CH2:17][CH2:18][OH:19])=[C:10]3[CH:9]=[CH:8]2)=[CH:4][CH:3]=1.[OH-].[Na+].Cl. (6) Given the product [Cl:1][CH2:2][C:3]1[NH:12][C:7]2[CH:8]=[CH:9][CH:10]=[CH:11][C:6]=2[N:13]=1, predict the reactants needed to synthesize it. The reactants are: [Cl:1][CH2:2][C:3](O)=O.[C:6]1([NH2:13])[C:7]([NH2:12])=[CH:8][CH:9]=[CH:10][CH:11]=1.N.